Dataset: Reaction yield outcomes from USPTO patents with 853,638 reactions. Task: Predict the reaction yield, written as a fraction of the theoretical maximum amount of product (1.0 means a 100% yield; for example, 0.34 means a 34% yield). The reactants are [F:1][C:2]([F:34])([F:33])[C:3]1[CH:8]=[CH:7][C:6](/[CH:9]=[CH:10]/[C:11]2[O:12][CH:13]=[C:14]([CH2:16][O:17][C:18]3[CH:23]=[CH:22][C:21]([CH2:24][CH2:25][CH2:26][CH2:27][N:28]4[CH:32]=[CH:31][N:30]=[N:29]4)=[CH:20][CH:19]=3)[N:15]=2)=[CH:5][CH:4]=1.O.[C:36]1([CH3:46])[CH:41]=[CH:40][C:39]([S:42]([OH:45])(=[O:44])=[O:43])=[CH:38][CH:37]=1. The catalyst is C(OCC)(=O)C.O1CCCC1. The product is [C:36]1([CH3:46])[CH:37]=[CH:38][C:39]([S:42]([OH:45])(=[O:43])=[O:44])=[CH:40][CH:41]=1.[F:34][C:2]([F:1])([F:33])[C:3]1[CH:4]=[CH:5][C:6](/[CH:9]=[CH:10]/[C:11]2[O:12][CH:13]=[C:14]([CH2:16][O:17][C:18]3[CH:23]=[CH:22][C:21]([CH2:24][CH2:25][CH2:26][CH2:27][N:28]4[CH:32]=[CH:31][N:30]=[N:29]4)=[CH:20][CH:19]=3)[N:15]=2)=[CH:7][CH:8]=1. The yield is 0.800.